From a dataset of TCR-epitope binding with 47,182 pairs between 192 epitopes and 23,139 TCRs. Binary Classification. Given a T-cell receptor sequence (or CDR3 region) and an epitope sequence, predict whether binding occurs between them. (1) The TCR CDR3 sequence is CASSQEEGPSNQPQHF. The epitope is ELAGIGILTV. Result: 1 (the TCR binds to the epitope). (2) The epitope is KPLEFGATSAAL. The TCR CDR3 sequence is CASSLGEASNQPQHF. Result: 1 (the TCR binds to the epitope). (3) The epitope is SFHSLHLLF. The TCR CDR3 sequence is CASIPPRGQEQFF. Result: 1 (the TCR binds to the epitope). (4) The epitope is FLKEKGGL. The TCR CDR3 sequence is CASSQQGFYEQYF. Result: 0 (the TCR does not bind to the epitope). (5) The epitope is LLALHRSYL. The TCR CDR3 sequence is CASSLDGGRDNEAFF. Result: 0 (the TCR does not bind to the epitope). (6) The epitope is KEIDRLNEV. The TCR CDR3 sequence is CASSQGLVADTQYF. Result: 1 (the TCR binds to the epitope).